This data is from Forward reaction prediction with 1.9M reactions from USPTO patents (1976-2016). The task is: Predict the product of the given reaction. The product is: [NH2:42][C:43]1[N:52]=[C:51]([N:53]2[CH2:54][CH2:55][N:56]([CH3:59])[CH2:57][CH2:58]2)[C:50]2[C:45](=[CH:46][C:47]([C:60]([NH:39][CH2:38][C:34]3[CH:35]=[CH:36][CH:37]=[C:32]([O:31][C:30]4[CH:40]=[CH:41][C:27]([O:26][CH3:25])=[CH:28][CH:29]=4)[CH:33]=3)=[O:61])=[CH:48][CH:49]=2)[N:44]=1. Given the reactants F[P-](F)(F)(F)(F)F.C[N+](C)=C(N(C)C)ON1C2N=CC=CC=2N=N1.[CH3:25][O:26][C:27]1[CH:41]=[CH:40][C:30]([O:31][C:32]2[CH:33]=[C:34]([CH2:38][NH2:39])[CH:35]=[CH:36][CH:37]=2)=[CH:29][CH:28]=1.[NH2:42][C:43]1[N:52]=[C:51]([N:53]2[CH2:58][CH2:57][N:56]([CH3:59])[CH2:55][CH2:54]2)[C:50]2[C:45](=[CH:46][C:47]([C:60](O)=[O:61])=[CH:48][CH:49]=2)[N:44]=1.C(N(CC)C(C)C)(C)C, predict the reaction product.